This data is from Forward reaction prediction with 1.9M reactions from USPTO patents (1976-2016). The task is: Predict the product of the given reaction. (1) Given the reactants [CH3:1][C@H:2]1[CH2:6][CH2:5][CH2:4][N:3]1[C:7]1[C:8](OS(C(F)(F)F)(=O)=O)=[N:9][C:10]2[C:15]([N:16]=1)=[CH:14][C:13]([C:17]([O:19][CH3:20])=[O:18])=[CH:12][CH:11]=2.[F:29][C:30]1[CH:35]=[C:34]([F:36])[CH:33]=[CH:32][C:31]=1B(O)O.[O-]P([O-])([O-])=O.[K+].[K+].[K+], predict the reaction product. The product is: [F:29][C:30]1[CH:35]=[C:34]([F:36])[CH:33]=[CH:32][C:31]=1[C:8]1[C:7]([N:3]2[CH2:4][CH2:5][CH2:6][C@@H:2]2[CH3:1])=[N:16][C:15]2[C:10](=[CH:11][CH:12]=[C:13]([C:17]([O:19][CH3:20])=[O:18])[CH:14]=2)[N:9]=1. (2) Given the reactants [CH:1]1([N:4]2[CH:8]=[CH:7][C:6]([NH2:9])=[N:5]2)[CH2:3][CH2:2]1.BrC1[N:12]([CH3:19])[C:13](=O)[C:14]([Br:17])=NC=1.[C:20](=[O:23])([O-])[O-].[Cs+].[Cs+].[CH3:26][C:27]1(C)C2C(=C(P(C3C=CC=CC=3)C3C=CC=CC=3)C=CC=2)OC2C(P(C3C=CC=CC=3)C3C=CC=CC=3)=CC=CC1=2, predict the reaction product. The product is: [Br:17][C:14]1[CH:26]=[C:27]([NH:9][C:6]2[CH:7]=[CH:8][N:4]([CH:1]3[CH2:3][CH2:2]3)[N:5]=2)[C:20](=[O:23])[N:12]([CH3:19])[CH:13]=1. (3) The product is: [F:42][C:2]1([F:1])[O:6][C:5]2[CH:7]=[CH:8][C:9]([C:11]3([C:14]([NH:16][C@H:17]4[CH2:22][C@@H:21]([C:23]5[CH:28]=[CH:27][CH:26]=[C:25]([O:29][CH3:30])[CH:24]=5)[O:20][C@@H:19]([C:31]5[CH:32]=[C:33]([CH:39]=[CH:40][CH:41]=5)[C:34]([OH:36])=[O:35])[CH2:18]4)=[O:15])[CH2:12][CH2:13]3)=[CH:10][C:4]=2[O:3]1. Given the reactants [F:1][C:2]1([F:42])[O:6][C:5]2[CH:7]=[CH:8][C:9]([C:11]3([C:14]([NH:16][C@H:17]4[CH2:22][C@@H:21]([C:23]5[CH:28]=[CH:27][CH:26]=[C:25]([O:29][CH3:30])[CH:24]=5)[O:20][C@@H:19]([C:31]5[CH:32]=[C:33]([CH:39]=[CH:40][CH:41]=5)[C:34]([O:36]CC)=[O:35])[CH2:18]4)=[O:15])[CH2:13][CH2:12]3)=[CH:10][C:4]=2[O:3]1, predict the reaction product. (4) Given the reactants Br[C:2]1[C:11]([N:12]2[C@H:17]([C:18]3[CH:23]=[CH:22][CH:21]=[CH:20][CH:19]=3)[CH2:16][O:15][C@H:14]([CH3:24])[CH2:13]2)=[N:10][C:9]2[NH:8][C:7](=[O:25])[CH2:6][O:5][C:4]=2[CH:3]=1.[CH3:26][N:27](C)C=O, predict the reaction product. The product is: [CH3:24][C@@H:14]1[CH2:13][N:12]([C:11]2[C:2]([C:26]#[N:27])=[CH:3][C:4]3[O:5][CH2:6][C:7](=[O:25])[NH:8][C:9]=3[N:10]=2)[C@H:17]([C:18]2[CH:23]=[CH:22][CH:21]=[CH:20][CH:19]=2)[CH2:16][O:15]1. (5) Given the reactants [OH:1][C:2]1[CH:3]=[C:4]([CH2:8][CH2:9][CH2:10][NH:11][C:12]2[N:17]=[C:16]([CH3:18])[C:15]([C:19]([NH:21][C@@H:22]([CH2:26][NH:27][C:28]([C:30]3[S:31][CH:32]=[CH:33][CH:34]=3)=[O:29])[C:23]([OH:25])=[O:24])=[O:20])=[C:14]([CH3:35])[N:13]=2)[CH:5]=[CH:6][CH:7]=1.S(Cl)(Cl)=O.[CH2:40](O)[CH2:41][CH3:42], predict the reaction product. The product is: [CH2:40]([O:24][C:23](=[O:25])[C@@H:22]([NH:21][C:19]([C:15]1[C:16]([CH3:18])=[N:17][C:12]([NH:11][CH2:10][CH2:9][CH2:8][C:4]2[CH:5]=[CH:6][CH:7]=[C:2]([OH:1])[CH:3]=2)=[N:13][C:14]=1[CH3:35])=[O:20])[CH2:26][NH:27][C:28]([C:30]1[S:31][CH:32]=[CH:33][CH:34]=1)=[O:29])[CH2:41][CH3:42].